From a dataset of Forward reaction prediction with 1.9M reactions from USPTO patents (1976-2016). Predict the product of the given reaction. (1) Given the reactants [ClH:1].C(OC(=O)[NH:8][CH:9]1[CH2:14][CH2:13][CH:12]([C:15]([N:17]2[CH2:22][CH2:21][O:20][CH2:19][CH2:18]2)=[O:16])[CH2:11][CH2:10]1)(C)(C)C, predict the reaction product. The product is: [ClH:1].[NH2:8][CH:9]1[CH2:14][CH2:13][CH:12]([C:15]([N:17]2[CH2:18][CH2:19][O:20][CH2:21][CH2:22]2)=[O:16])[CH2:11][CH2:10]1. (2) Given the reactants [Br:1][C:2]1[C:3]([N:22]([CH3:32])[S:23]([C:26]2[CH:31]=[CH:30][CH:29]=[CH:28][CH:27]=2)(=[O:25])=[O:24])=[CH:4][C:5]2[O:9][C:8]([C:10]3[CH:15]=[CH:14][C:13]([F:16])=[CH:12][CH:11]=3)=[C:7]([C:17]([O:19]C)=[O:18])[C:6]=2[CH:21]=1.O[Li].O.Cl, predict the reaction product. The product is: [Br:1][C:2]1[C:3]([N:22]([CH3:32])[S:23]([C:26]2[CH:27]=[CH:28][CH:29]=[CH:30][CH:31]=2)(=[O:24])=[O:25])=[CH:4][C:5]2[O:9][C:8]([C:10]3[CH:15]=[CH:14][C:13]([F:16])=[CH:12][CH:11]=3)=[C:7]([C:17]([OH:19])=[O:18])[C:6]=2[CH:21]=1. (3) The product is: [Si:1]([O:18][CH2:19][CH2:20][CH2:21][CH:22]([NH:25][C:34](=[O:33])[O:36][C:37]([CH3:40])([CH3:39])[CH3:38])[CH2:23][CH3:24])([C:14]([CH3:16])([CH3:17])[CH3:15])([C:8]1[CH:9]=[CH:10][CH:11]=[CH:12][CH:13]=1)[C:2]1[CH:3]=[CH:4][CH:5]=[CH:6][CH:7]=1. Given the reactants [Si:1]([O:18][CH2:19][CH2:20][CH2:21][CH:22]([NH2:25])[CH2:23][CH3:24])([C:14]([CH3:17])([CH3:16])[CH3:15])([C:8]1[CH:13]=[CH:12][CH:11]=[CH:10][CH:9]=1)[C:2]1[CH:7]=[CH:6][CH:5]=[CH:4][CH:3]=1.C(N(CC)CC)C.[O:33](C(OC(C)(C)C)=O)[C:34]([O:36][C:37]([CH3:40])([CH3:39])[CH3:38])=O.[OH-].[Na+], predict the reaction product. (4) Given the reactants BrC1C=C2C(=CC=1)[C:8]([O:12][S:13]([C:16]([F:19])([F:18])[F:17])(=[O:15])=[O:14])=[C:7]([C@H:20]([O:26][C:27]([CH3:30])([CH3:29])[CH3:28])[C:21]([O:23][CH2:24][CH3:25])=[O:22])C(C)=C2.[F:32][C:33]1[CH:38]=[C:37]([F:39])[CH:36]=[CH:35][C:34]=1[CH2:40][C:41](=O)[CH3:42], predict the reaction product. The product is: [C:27]([O:26][C@@H:20]([C:7]1[C:41]([CH3:42])=[CH:40][C:34]2[C:35](=[CH:36][C:37]([F:39])=[CH:38][C:33]=2[F:32])[C:8]=1[O:12][S:13]([C:16]([F:19])([F:17])[F:18])(=[O:14])=[O:15])[C:21]([O:23][CH2:24][CH3:25])=[O:22])([CH3:28])([CH3:29])[CH3:30]. (5) Given the reactants [CH:1]1([CH:4]([O:8][C:9]2[C:18]3[C:13](=[CH:14][CH:15]=[CH:16][CH:17]=3)[CH:12]=[CH:11][CH:10]=2)[C:5]([OH:7])=O)[CH2:3][CH2:2]1.[Cl:19][C:20]1[CH:26]=[CH:25][C:23]([NH2:24])=[CH:22][CH:21]=1.CCN=C=NCCCN(C)C.Cl, predict the reaction product. The product is: [Cl:19][C:20]1[CH:26]=[CH:25][C:23]([NH:24][C:5](=[O:7])[CH:4]([CH:1]2[CH2:2][CH2:3]2)[O:8][C:9]2[C:18]3[C:13](=[CH:14][CH:15]=[CH:16][CH:17]=3)[CH:12]=[CH:11][CH:10]=2)=[CH:22][CH:21]=1. (6) Given the reactants [C:1]([OH:8])(=O)[CH2:2][CH2:3][CH2:4][CH2:5][CH3:6].S(Cl)(Cl)=O.[NH2:13][C:14]1[S:15][C:16]([C:19]2[CH:24]=[CH:23][C:22]([OH:25])=[C:21]([O:26][CH3:27])[CH:20]=2)=[N:17][N:18]=1, predict the reaction product. The product is: [OH:25][C:22]1[CH:23]=[CH:24][C:19]([C:16]2[S:15][C:14]([NH:13][C:1](=[O:8])[CH2:2][CH2:3][CH2:4][CH2:5][CH3:6])=[N:18][N:17]=2)=[CH:20][C:21]=1[O:26][CH3:27]. (7) The product is: [CH3:1][O:2][C:3]([C:5]1[C:6]([C:25]2[CH:26]=[CH:27][C:28]([F:31])=[CH:29][CH:30]=2)([CH3:24])[N:7]=[C:8]([C:19]2[S:20][CH:21]=[CH:22][N:23]=2)[N:9]([C:12]([O:14][C:15]([CH3:16])([CH3:17])[CH3:18])=[O:13])[C:10]=1[CH2:11][Br:39])=[O:4]. Given the reactants [CH3:1][O:2][C:3]([C:5]1[C:6]([C:25]2[CH:30]=[CH:29][C:28]([F:31])=[CH:27][CH:26]=2)([CH3:24])[N:7]=[C:8]([C:19]2[S:20][CH:21]=[CH:22][N:23]=2)[N:9]([C:12]([O:14][C:15]([CH3:18])([CH3:17])[CH3:16])=[O:13])[C:10]=1[CH3:11])=[O:4].C1C(=O)N([Br:39])C(=O)C1, predict the reaction product. (8) Given the reactants [CH:1]1[C:6]([NH2:7])=[CH:5][C:4]([C:8]([OH:10])=[O:9])=[C:3]([OH:11])[CH:2]=1.C(N(CC)CC)C.[CH3:19][C:20]([O:23][C:24](O[C:24]([O:23][C:20]([CH3:22])([CH3:21])[CH3:19])=[O:25])=[O:25])([CH3:22])[CH3:21], predict the reaction product. The product is: [C:20]([O:23][C:24]([NH:7][C:6]1[CH:1]=[CH:2][C:3]([OH:11])=[C:4]([CH:5]=1)[C:8]([OH:10])=[O:9])=[O:25])([CH3:22])([CH3:21])[CH3:19].